This data is from Catalyst prediction with 721,799 reactions and 888 catalyst types from USPTO. The task is: Predict which catalyst facilitates the given reaction. (1) Reactant: C(=[N:14][C:15]1[CH:24]=[C:23]([C:25]2[CH:30]=[CH:29][CH:28]=[CH:27][CH:26]=2)[C:22]2[C:17](=[CH:18][C:19]([S:31][C:32]3[CH:33]=[C:34]([C:38]([OH:43])([CH2:41][CH3:42])[CH2:39][CH3:40])[CH:35]=[CH:36][CH:37]=3)=[CH:20][CH:21]=2)[N:16]=1)(C1C=CC=CC=1)C1C=CC=CC=1.Cl.NO.C([O-])(=O)C.[K+]. Product: [NH2:14][C:15]1[CH:24]=[C:23]([C:25]2[CH:26]=[CH:27][CH:28]=[CH:29][CH:30]=2)[C:22]2[C:17](=[CH:18][C:19]([S:31][C:32]3[CH:33]=[C:34]([C:38]([OH:43])([CH2:41][CH3:42])[CH2:39][CH3:40])[CH:35]=[CH:36][CH:37]=3)=[CH:20][CH:21]=2)[N:16]=1. The catalyst class is: 5. (2) Reactant: C([O:3][C:4]([C:6]1[N:7]=[CH:8][N:9]([CH2:18][CH:19]([CH3:21])[CH3:20])[C:10]=1[C:11]1[CH:16]=[CH:15][CH:14]=[CH:13][C:12]=1[Br:17])=[O:5])C.[OH-].[Na+].OS([O-])(=O)=O.[K+]. Product: [Br:17][C:12]1[CH:13]=[CH:14][CH:15]=[CH:16][C:11]=1[C:10]1[N:9]([CH2:18][CH:19]([CH3:21])[CH3:20])[CH:8]=[N:7][C:6]=1[C:4]([OH:5])=[O:3]. The catalyst class is: 24. (3) Reactant: [C:1]([O:5][C:6]([N:8]1[CH2:13][CH2:12][CH:11](C(O)=O)[CH2:10][CH2:9]1)=[O:7])([CH3:4])([CH3:3])[CH3:2].C([N:19]([CH2:22]C)CC)C.C1(P(N=[N+]=[N-])(C2C=CC=CC=2)=[O:31])C=CC=CC=1.[Cl:41][C:42]1[CH:43]=[C:44]2[C:49](=[CH:50][CH:51]=1)[CH:48]=[C:47]([S:52]([CH2:55][C@@H:56]1[CH2:60][CH2:59][CH2:58][NH:57]1)(=[O:54])=[O:53])[CH:46]=[CH:45]2. Product: [Cl:41][C:42]1[CH:43]=[C:44]2[C:49](=[CH:50][CH:51]=1)[CH:48]=[C:47]([S:52]([CH2:55][C@@H:56]1[CH2:60][CH2:59][CH2:58][N:57]1[C:22]([NH:19][CH:11]1[CH2:10][CH2:9][N:8]([C:6]([O:5][C:1]([CH3:2])([CH3:3])[CH3:4])=[O:7])[CH2:13][CH2:12]1)=[O:31])(=[O:53])=[O:54])[CH:46]=[CH:45]2. The catalyst class is: 11.